This data is from Experimentally validated miRNA-target interactions with 360,000+ pairs, plus equal number of negative samples. The task is: Binary Classification. Given a miRNA mature sequence and a target amino acid sequence, predict their likelihood of interaction. The miRNA is hsa-miR-5193 with sequence UCCUCCUCUACCUCAUCCCAGU. The protein sequence of the target gene is MGAPPPAPRSRLCGAWGPFPRVFAAGAVAADSPGFVEDREQRSGVSDPGSLESGWDRLRQLFAKDEQQRFSKEIDYIYRAAVSAGIIGWAYGGIPAFIYAKKRYIEQSQAEIYHNRFDAVQSAHRAATRGFIRYGWRWSWRTAVFVTIFNTVNTGLTVYRNKDAMSHFAIAGAVTGGLFRINLGVRGLVAGSIIGALLGAPMGSLLMALEKYSGETVQERRQKEWKALHEQRLEEWRSSLQVTELLPMEIESGLEKIQPEGDAQRIEELLSLPRNPSSPHQQSKH. Result: 0 (no interaction).